Dataset: Full USPTO retrosynthesis dataset with 1.9M reactions from patents (1976-2016). Task: Predict the reactants needed to synthesize the given product. (1) Given the product [C:1]([C:5]1[CH:6]=[C:7]2[C:12](=[CH:13][CH:14]=1)[C:11](=[O:15])[NH:10][C:9](=[O:16])[C:8]2=[CH:17][NH:20][CH2:21][C:22]1[CH:27]=[C:26]([OH:28])[C:25]([O:29][CH2:30][CH2:31][CH3:32])=[CH:24][N:23]=1)([CH3:4])([CH3:3])[CH3:2], predict the reactants needed to synthesize it. The reactants are: [C:1]([C:5]1[CH:6]=[C:7]2[C:12](=[CH:13][CH:14]=1)[C:11](=[O:15])[NH:10][C:9](=[O:16])/[C:8]/2=[CH:17]/OC)([CH3:4])([CH3:3])[CH3:2].[NH2:20][CH2:21][C:22]1[CH:27]=[C:26]([OH:28])[C:25]([O:29][CH2:30][CH2:31][CH3:32])=[CH:24][N:23]=1. (2) Given the product [O:30]1[CH2:31][CH2:32][CH2:33][CH2:34][CH:29]1[O:28][C:24]1[CH:23]=[C:22]([CH:27]=[CH:26][CH:25]=1)[CH2:21][N:8]([S:9]([C:12]1[C:17]([CH3:18])=[CH:16][C:15]([CH3:19])=[CH:14][C:13]=1[CH3:20])(=[O:11])=[O:10])[C:5]1[CH:4]=[CH:3][C:2]([CH:39]=[CH:38][C:37]([OH:40])=[O:36])=[CH:7][CH:6]=1, predict the reactants needed to synthesize it. The reactants are: I[C:2]1[CH:7]=[CH:6][C:5]([N:8]([CH2:21][C:22]2[CH:27]=[CH:26][CH:25]=[C:24]([O:28][CH:29]3[CH2:34][CH2:33][CH2:32][CH2:31][O:30]3)[CH:23]=2)[S:9]([C:12]2[C:17]([CH3:18])=[CH:16][C:15]([CH3:19])=[CH:14][C:13]=2[CH3:20])(=[O:11])=[O:10])=[CH:4][CH:3]=1.C[O:36][C:37](=[O:40])[CH:38]=[CH2:39].C(N(CC)CC)C.O. (3) Given the product [CH3:13][O:12][C:4]1[CH:3]=[C:2]([C:18]2[CH2:19][CH2:20][N:15]([CH3:14])[CH2:16][CH:17]=2)[C:8]([N+:9]([O-:11])=[O:10])=[CH:7][C:5]=1[NH2:6], predict the reactants needed to synthesize it. The reactants are: Br[C:2]1[C:8]([N+:9]([O-:11])=[O:10])=[CH:7][C:5]([NH2:6])=[C:4]([O:12][CH3:13])[CH:3]=1.[CH3:14][N:15]1[CH2:20][CH:19]=[C:18](B2OC(C)(C)C(C)(C)O2)[CH2:17][CH2:16]1.C([O-])([O-])=O.[K+].[K+]. (4) Given the product [C:1]([N:9]1[C:17]2[C:12](=[CH:13][CH:14]=[CH:15][CH:16]=2)[CH2:11][CH:10]1[C:18]1[N:19]([CH3:38])[C:20](=[O:37])[C:21]([OH:28])=[C:22]([C:24]([NH:45][CH2:44][C:43]2[CH:46]=[CH:47][C:40]([F:39])=[CH:41][CH:42]=2)=[O:26])[N:23]=1)(=[O:8])[C:2]1[CH:7]=[CH:6][CH:5]=[CH:4][CH:3]=1, predict the reactants needed to synthesize it. The reactants are: [C:1]([N:9]1[C:17]2[C:12](=[CH:13][CH:14]=[CH:15][CH:16]=2)[CH2:11][CH:10]1[C:18]1[N:19]([CH3:38])[C:20](=[O:37])[C:21]([O:28]C(=O)C2C=CC=CC=2)=[C:22]([C:24]([O:26]C)=O)[N:23]=1)(=[O:8])[C:2]1[CH:7]=[CH:6][CH:5]=[CH:4][CH:3]=1.[F:39][C:40]1[CH:47]=[CH:46][C:43]([CH2:44][NH2:45])=[CH:42][CH:41]=1.CC#N.O. (5) Given the product [F:1][C:2]1[CH:7]=[CH:6][C:5]([C:8]2[CH:13]=[C:12]([C:14]([F:17])([F:15])[F:16])[CH:11]=[C:10]([CH:18]([O:20][CH2:21][C:22]3([C:28]4[CH:29]=[CH:30][CH:31]=[CH:32][CH:33]=4)[CH2:27][CH2:26][N:25]([CH3:36])[CH2:24][CH2:23]3)[CH3:19])[N:9]=2)=[CH:4][CH:3]=1, predict the reactants needed to synthesize it. The reactants are: [F:1][C:2]1[CH:7]=[CH:6][C:5]([C:8]2[CH:13]=[C:12]([C:14]([F:17])([F:16])[F:15])[CH:11]=[C:10]([CH:18]([O:20][CH2:21][C:22]3([C:28]4[CH:33]=[CH:32][CH:31]=[CH:30][CH:29]=4)[CH2:27][CH2:26][NH:25][CH2:24][CH2:23]3)[CH3:19])[N:9]=2)=[CH:4][CH:3]=1.C=O.[C:36](O[BH-](OC(=O)C)OC(=O)C)(=O)C.[Na+].C(O)(=O)C. (6) Given the product [N:1]1([C:22](=[O:25])[CH2:23][CH3:24])[C@H:10]2[C@@H:5]([CH2:6][C:7]3[CH:14]=[CH:13][CH:12]=[CH:11][C:8]=3[CH2:9]2)[CH2:4][CH2:3][CH2:2]1, predict the reactants needed to synthesize it. The reactants are: [NH:1]1[C@H:10]2[C@@H:5]([CH2:6][C:7]3[CH:14]=[CH:13][CH:12]=[CH:11][C:8]=3[CH2:9]2)[CH2:4][CH2:3][CH2:2]1.C(N(CC)CC)C.[C:22](O[C:22](=[O:25])[CH2:23][CH3:24])(=[O:25])[CH2:23][CH3:24].N.